The task is: Predict the product of the given reaction.. This data is from Forward reaction prediction with 1.9M reactions from USPTO patents (1976-2016). (1) Given the reactants [Br:1][C:2]1[CH:3]=[CH:4][C:5]([C:8](=[O:18])[CH2:9]NC(=O)OC(C)(C)C)=[N:6][CH:7]=1.Cl.O1CCOCC1.CO, predict the reaction product. The product is: [Br:1][C:2]1[CH:3]=[CH:4][C:5]([C:8](=[O:18])[CH3:9])=[N:6][CH:7]=1. (2) Given the reactants [Cl:1][C:2]1[CH:17]=[C:16]([O:18][CH2:19][CH:20]=[C:21]([Cl:23])[Cl:22])[CH:15]=[C:14]([Cl:24])[C:3]=1[CH2:4][O:5][CH2:6][CH:7]1[CH2:11][O:10][C:9]([CH3:13])(C)[O:8]1.[F:25][C:26]([F:37])([F:36])[O:27][C:28]1[CH:35]=[CH:34]C(C=O)=[CH:30][CH:29]=1.C1(C)C=CC(S(O)(=O)=O)=CC=1.C(=O)([O-])O.[Na+], predict the reaction product. The product is: [Cl:24][C:14]1[CH:15]=[C:16]([O:18][CH2:19][CH:20]=[C:21]([Cl:22])[Cl:23])[CH:17]=[C:2]([Cl:1])[C:3]=1[CH2:4][O:5][CH2:6][CH:7]1[CH2:11][O:10][CH:9]([C:13]2[CH:34]=[CH:35][C:28]([O:27][C:26]([F:37])([F:36])[F:25])=[CH:29][CH:30]=2)[O:8]1. (3) Given the reactants Br[C:2]1[CH:12]=[CH:11][C:5]2[CH2:6][S:7](=[O:10])(=[O:9])[CH2:8][C:4]=2[CH:3]=1.[CH:13]1C=CC(P(C2C=CC=CC=2)C2C=CC=CC=2)=C[CH:14]=1.C([Si](C)(C)C)=C, predict the reaction product. The product is: [CH:13]([C:2]1[CH:12]=[CH:11][C:5]2[CH2:6][S:7](=[O:10])(=[O:9])[CH2:8][C:4]=2[CH:3]=1)=[CH2:14].